From a dataset of Full USPTO retrosynthesis dataset with 1.9M reactions from patents (1976-2016). Predict the reactants needed to synthesize the given product. (1) Given the product [CH3:1][C:2]1[CH:15]=[C:5]2[C:6]([C@@H:10]3[CH2:12][C@H:11]3[CH:13]=[N:19][OH:16])=[CH:7][CH:8]=[CH:9][N:4]2[N:3]=1, predict the reactants needed to synthesize it. The reactants are: [CH3:1][C:2]1[CH:15]=[C:5]2[C:6]([C@@H:10]3[CH2:12][C@H:11]3[CH:13]=O)=[CH:7][CH:8]=[CH:9][N:4]2[N:3]=1.[OH-:16].[Na+].Cl.[NH2:19]O. (2) Given the product [F:28][C:29]1[CH:30]=[N:31][C:32]([NH:35][C:36]2[S:37][C:14]3[CH2:13][CH2:12][N:11]([CH2:19][C:20]4[O:24][N:23]=[C:22]([CH3:25])[N:21]=4)[C:10]4=[N:9][N:8]([CH2:7][C:6]5[CH:5]=[CH:4][C:3]([O:2][CH3:1])=[CH:27][CH:26]=5)[CH:17]=[C:16]4[C:15]=3[N:38]=2)=[N:33][CH:34]=1, predict the reactants needed to synthesize it. The reactants are: [CH3:1][O:2][C:3]1[CH:27]=[CH:26][C:6]([CH2:7][N:8]2[CH:17]=[C:16]3[C:10]([N:11]([CH2:19][C:20]4[O:24][N:23]=[C:22]([CH3:25])[N:21]=4)[CH2:12][CH2:13][CH2:14][C:15]3=O)=[N:9]2)=[CH:5][CH:4]=1.[F:28][C:29]1[CH:30]=[N:31][C:32]([NH:35][C:36]([NH2:38])=[S:37])=[N:33][CH:34]=1.II.NC(N)=S. (3) Given the product [CH3:28][C:24]1[N:23]=[C:22]([C:14]2[C:13]([C:7]3[C:6]4[C:11](=[CH:12][C:3]([OH:2])=[CH:4][CH:5]=4)[N:10]=[CH:9][CH:8]=3)=[C:17]3[CH:18]=[CH:19][CH:20]=[CH:21][N:16]3[N:15]=2)[CH:27]=[CH:26][CH:25]=1, predict the reactants needed to synthesize it. The reactants are: C[O:2][C:3]1[CH:12]=[C:11]2[C:6]([C:7]([C:13]3[C:14]([C:22]4[CH:27]=[CH:26][CH:25]=[C:24]([CH3:28])[N:23]=4)=[N:15][N:16]4[CH:21]=[CH:20][CH:19]=[CH:18][C:17]=34)=[CH:8][CH:9]=[N:10]2)=[CH:5][CH:4]=1.C(S)C.[H-].[Na+].[NH4+].[Cl-]. (4) Given the product [Cl:1][C:2]1[CH:8]=[C:7]([Cl:9])[CH:6]=[CH:5][C:3]=1[NH:4][C:13]1[C:22]2[C:17](=[CH:18][C:19]3[CH:26]=[C:25]([O:27][CH3:28])[C:24]([O:29][CH3:30])=[CH:23][C:20]=3[CH:21]=2)[N:16]=[CH:15][C:14]=1[C:31]#[N:32], predict the reactants needed to synthesize it. The reactants are: [Cl:1][C:2]1[CH:8]=[C:7]([Cl:9])[CH:6]=[CH:5][C:3]=1[NH2:4].[H-].[Na+].Cl[C:13]1[C:22]2[C:17](=[CH:18][C:19]3[CH:26]=[C:25]([O:27][CH3:28])[C:24]([O:29][CH3:30])=[CH:23][C:20]=3[CH:21]=2)[N:16]=[CH:15][C:14]=1[C:31]#[N:32].CO. (5) Given the product [F:34][C:32]1[CH:31]=[CH:30][C:3]([O:4][C:5]2[CH:22]=[C:21]([C:23]([F:29])([F:28])[C:24]([F:26])([F:27])[F:25])[CH:20]=[CH:19][C:6]=2[C:7]([NH:9][C:10]2[CH:11]=[CH:12][C:13]([C:14]([OH:16])=[O:15])=[CH:17][CH:18]=2)=[O:8])=[C:2]([CH3:36])[CH:33]=1, predict the reactants needed to synthesize it. The reactants are: F[C:2]1[CH:33]=[C:32]([F:34])[CH:31]=[CH:30][C:3]=1[O:4][C:5]1[CH:22]=[C:21]([C:23]([F:29])([F:28])[C:24]([F:27])([F:26])[F:25])[CH:20]=[CH:19][C:6]=1[C:7]([NH:9][C:10]1[CH:18]=[CH:17][C:13]([C:14]([OH:16])=[O:15])=[CH:12][CH:11]=1)=[O:8].F[C:36]1C=CC(O)=C(C)C=1. (6) Given the product [CH:31]1([N:1]2[C:9]3[CH:8]=[CH:7][CH:6]=[C:5]4[CH2:10][CH2:11][N:12]([C:14]([O:16][C:17]([CH3:20])([CH3:19])[CH3:18])=[O:15])[CH2:13][C@H:3]([C:4]=34)[CH2:2]2)[CH2:32][CH2:27]1, predict the reactants needed to synthesize it. The reactants are: [NH:1]1[C:9]2[CH:8]=[CH:7][CH:6]=[C:5]3[CH2:10][CH2:11][N:12]([C:14]([O:16][C:17]([CH3:20])([CH3:19])[CH3:18])=[O:15])[CH2:13][C@H:3]([C:4]=23)[CH2:2]1.N1C=CC=CC=1[C:27]1[CH:32]=[CH:31]C=CN=1.C(=O)([O-])[O-].[Na+].[Na+].C1(B(O)O)CC1. (7) Given the product [NH2:11][C:3]1[CH:4]=[C:5]([C:7]([O:9][CH3:10])=[O:8])[Se:6][C:2]=1[CH3:1], predict the reactants needed to synthesize it. The reactants are: [CH3:1][C:2]1[Se:6][C:5]([C:7]([O:9][CH3:10])=[O:8])=[CH:4][C:3]=1[N+:11]([O-])=O.Cl.[Cl-].[NH4+].